From a dataset of Reaction yield outcomes from USPTO patents with 853,638 reactions. Predict the reaction yield, written as a fraction of the theoretical maximum amount of product (1.0 means a 100% yield; for example, 0.34 means a 34% yield). (1) The reactants are Cl[CH2:2][CH2:3][CH2:4][N:5]1[C:10]2[CH:11]=[CH:12][CH:13]=[C:14]([CH2:15][CH3:16])[C:9]=2[O:8][CH2:7][C:6]1=[O:17].[CH:18]1([CH2:21][O:22][CH:23]2[CH2:29][CH:28]3[NH:30][CH:25]([CH2:26][CH2:27]3)[CH2:24]2)[CH2:20][CH2:19]1.C([O-])([O-])=O.[K+].[K+]. The catalyst is C(#N)C. The product is [CH:18]1([CH2:21][O:22][CH:23]2[CH2:24][CH:25]3[N:30]([CH2:2][CH2:3][CH2:4][N:5]4[C:10]5[CH:11]=[CH:12][CH:13]=[C:14]([CH2:15][CH3:16])[C:9]=5[O:8][CH2:7][C:6]4=[O:17])[CH:28]([CH2:27][CH2:26]3)[CH2:29]2)[CH2:20][CH2:19]1. The yield is 0.205. (2) The reactants are [O:1]=[C:2]1[C:11]2[C:6](=[CH:7][CH:8]=[CH:9][CH:10]=2)[C:5]2[C:12](=O)[C:13]3[CH:14]=[CH:15][CH:16]=[CH:17][C:18]=3[C:4]=2[NH:3]1.[BH4-].[Na+].CC[OH:24]. No catalyst specified. The product is [OH:24][C:7]1[CH:8]=[CH:9][CH:10]=[C:11]2[C:6]=1[C:5]1[CH2:12][C:13]3[CH:14]=[CH:15][CH:16]=[CH:17][C:18]=3[C:4]=1[NH:3][C:2]2=[O:1]. The yield is 0.920.